From a dataset of NCI-60 drug combinations with 297,098 pairs across 59 cell lines. Regression. Given two drug SMILES strings and cell line genomic features, predict the synergy score measuring deviation from expected non-interaction effect. (1) Drug 1: C1=NC2=C(N1)C(=S)N=C(N2)N. Cell line: SNB-75. Drug 2: N.N.Cl[Pt+2]Cl. Synergy scores: CSS=3.73, Synergy_ZIP=-1.87, Synergy_Bliss=-2.13, Synergy_Loewe=-10.8, Synergy_HSA=-4.00. (2) Drug 1: C1=CC(=CC=C1CC(C(=O)O)N)N(CCCl)CCCl.Cl. Drug 2: C1=NNC2=C1C(=O)NC=N2. Cell line: OVCAR-4. Synergy scores: CSS=7.89, Synergy_ZIP=-1.12, Synergy_Bliss=2.17, Synergy_Loewe=-1.57, Synergy_HSA=-1.42. (3) Drug 1: CC(C1=C(C=CC(=C1Cl)F)Cl)OC2=C(N=CC(=C2)C3=CN(N=C3)C4CCNCC4)N. Drug 2: C1CC(=O)NC(=O)C1N2CC3=C(C2=O)C=CC=C3N. Cell line: M14. Synergy scores: CSS=0.573, Synergy_ZIP=1.59, Synergy_Bliss=1.73, Synergy_Loewe=-1.10, Synergy_HSA=-1.68. (4) Drug 1: C1CCN(CC1)CCOC2=CC=C(C=C2)C(=O)C3=C(SC4=C3C=CC(=C4)O)C5=CC=C(C=C5)O. Drug 2: CCCCC(=O)OCC(=O)C1(CC(C2=C(C1)C(=C3C(=C2O)C(=O)C4=C(C3=O)C=CC=C4OC)O)OC5CC(C(C(O5)C)O)NC(=O)C(F)(F)F)O. Cell line: PC-3. Synergy scores: CSS=-0.0315, Synergy_ZIP=-0.359, Synergy_Bliss=-2.28, Synergy_Loewe=-2.40, Synergy_HSA=-2.51. (5) Drug 1: CN1C(=O)N2C=NC(=C2N=N1)C(=O)N. Drug 2: CC1=C(C=C(C=C1)C(=O)NC2=CC(=CC(=C2)C(F)(F)F)N3C=C(N=C3)C)NC4=NC=CC(=N4)C5=CN=CC=C5. Cell line: PC-3. Synergy scores: CSS=-4.24, Synergy_ZIP=2.20, Synergy_Bliss=-0.877, Synergy_Loewe=-7.17, Synergy_HSA=-5.53. (6) Drug 1: C1CN(P(=O)(OC1)NCCCl)CCCl. Drug 2: CCC1(C2=C(COC1=O)C(=O)N3CC4=CC5=C(C=CC(=C5CN(C)C)O)N=C4C3=C2)O.Cl. Cell line: SF-268. Synergy scores: CSS=36.3, Synergy_ZIP=-0.914, Synergy_Bliss=-3.87, Synergy_Loewe=-56.3, Synergy_HSA=-4.04. (7) Drug 1: CCCS(=O)(=O)NC1=C(C(=C(C=C1)F)C(=O)C2=CNC3=C2C=C(C=N3)C4=CC=C(C=C4)Cl)F. Drug 2: COCCOC1=C(C=C2C(=C1)C(=NC=N2)NC3=CC=CC(=C3)C#C)OCCOC.Cl. Cell line: SF-539. Synergy scores: CSS=1.75, Synergy_ZIP=-0.979, Synergy_Bliss=-1.78, Synergy_Loewe=-1.81, Synergy_HSA=-1.71. (8) Drug 1: CC1=C(C=C(C=C1)NC(=O)C2=CC=C(C=C2)CN3CCN(CC3)C)NC4=NC=CC(=N4)C5=CN=CC=C5. Drug 2: C(CN)CNCCSP(=O)(O)O. Cell line: SK-OV-3. Synergy scores: CSS=0.314, Synergy_ZIP=2.83, Synergy_Bliss=2.11, Synergy_Loewe=-0.287, Synergy_HSA=-2.58. (9) Drug 1: CC(C1=C(C=CC(=C1Cl)F)Cl)OC2=C(N=CC(=C2)C3=CN(N=C3)C4CCNCC4)N. Drug 2: CC1=C(N=C(N=C1N)C(CC(=O)N)NCC(C(=O)N)N)C(=O)NC(C(C2=CN=CN2)OC3C(C(C(C(O3)CO)O)O)OC4C(C(C(C(O4)CO)O)OC(=O)N)O)C(=O)NC(C)C(C(C)C(=O)NC(C(C)O)C(=O)NCCC5=NC(=CS5)C6=NC(=CS6)C(=O)NCCC[S+](C)C)O. Cell line: CAKI-1. Synergy scores: CSS=16.7, Synergy_ZIP=-10.6, Synergy_Bliss=-9.75, Synergy_Loewe=-14.1, Synergy_HSA=-5.41.